This data is from Full USPTO retrosynthesis dataset with 1.9M reactions from patents (1976-2016). The task is: Predict the reactants needed to synthesize the given product. (1) Given the product [C:1]1([C:17]2[CH:18]=[CH:19][CH:20]=[CH:21][CH:22]=2)[CH:2]=[CH:3][C:4]([CH:7]2[C:12]3([CH2:13][O:14][CH2:15]3)[O:16][C:23]([O:25][CH3:26])=[N:11][S:8]2(=[O:10])=[O:9])=[CH:5][CH:6]=1, predict the reactants needed to synthesize it. The reactants are: [C:1]1([C:17]2[CH:22]=[CH:21][CH:20]=[CH:19][CH:18]=2)[CH:6]=[CH:5][C:4]([CH:7]([C:12]2([OH:16])[CH2:15][O:14][CH2:13]2)[S:8]([NH2:11])(=[O:10])=[O:9])=[CH:3][CH:2]=1.[CH2:23]([O:25][C:26](OCC)(OCC)OCC)C. (2) Given the product [OH:6][CH:5]([C@@H:4]([NH:7][C:8](=[O:14])[O:9][C:10]([CH3:13])([CH3:12])[CH3:11])[CH2:3][CH:2]([CH3:15])[CH3:1])[CH3:16], predict the reactants needed to synthesize it. The reactants are: [CH3:1][CH:2]([CH3:15])[CH2:3][C@H:4]([NH:7][C:8](=[O:14])[O:9][C:10]([CH3:13])([CH3:12])[CH3:11])[CH:5]=[O:6].[CH3:16][Mg]Br. (3) Given the product [Br:12][CH:1]([C:3]1[CH:4]=[CH:5][C:6]([N+:9]([O-:11])=[O:10])=[CH:7][CH:8]=1)[CH3:2], predict the reactants needed to synthesize it. The reactants are: [CH2:1]([C:3]1[CH:8]=[CH:7][C:6]([N+:9]([O-:11])=[O:10])=[CH:5][CH:4]=1)[CH3:2].[Br:12]NC(=O)CCC(N)=O. (4) Given the product [C:9]12([C:19]([O:7][CH2:6][CH2:5][S:1]([O-:4])(=[O:3])=[O:2])=[O:20])[CH2:16][CH:15]3[CH2:14][CH:13]([CH2:12][CH:11]([CH2:17]3)[CH2:10]1)[CH2:18]2.[C:49]1([S+:42]([C:36]2[CH:37]=[CH:38][CH:39]=[CH:40][CH:41]=2)[C:43]2[CH:48]=[CH:47][CH:46]=[CH:45][CH:44]=2)[CH:50]=[CH:51][CH:52]=[CH:53][CH:54]=1, predict the reactants needed to synthesize it. The reactants are: [S:1]([CH2:5][CH2:6][OH:7])([O-:4])(=[O:3])=[O:2].[Na+].[C:9]12([C:19](O)=[O:20])[CH2:18][CH:13]3[CH2:14][CH:15]([CH2:17][CH:11]([CH2:12]3)[CH2:10]1)[CH2:16]2.FC(F)(F)C(OC(=O)C(F)(F)F)=O.[Cl-].[C:36]1([S+:42]([C:49]2[CH:54]=[CH:53][CH:52]=[CH:51][CH:50]=2)[C:43]2[CH:48]=[CH:47][CH:46]=[CH:45][CH:44]=2)[CH:41]=[CH:40][CH:39]=[CH:38][CH:37]=1.C(=O)(O)[O-].[Na+]. (5) Given the product [CH:16]([CH:2]1[C:3](=[O:20])[NH:4][C:5]2[CH:10]=[C:9]([C:11]([F:14])([F:13])[F:12])[CH:8]=[CH:7][C:6]=2[O:15]1)([CH3:18])[CH3:17], predict the reactants needed to synthesize it. The reactants are: Br[CH:2]([CH:16]([CH3:18])[CH3:17])[CH2:3][N-:4][C:5]1[CH:10]=[C:9]([C:11]([F:14])([F:13])[F:12])[CH:8]=[CH:7][C:6]=1[OH:15].C(=O)([O-])[O-:20].[K+].[K+].C(OCC)(=O)C.O. (6) Given the product [C:26]([O:30][C:31]([C:33]1[CH:44]=[C:43]([O:45][C:55]2[CH:56]=[CH:57][C:52]([C:50]([N:46]3[CH2:49][CH2:48][CH2:47]3)=[O:51])=[C:53]([F:59])[CH:54]=2)[C:36]2[CH2:37][C:38]([CH2:41][OH:42])([CH3:40])[O:39][C:35]=2[CH:34]=1)=[O:32])([CH3:27])([CH3:28])[CH3:29], predict the reactants needed to synthesize it. The reactants are: COC(C1C=C(OC2C=CC(S(C)(=O)=O)=CC=2)C=C2OC(C)CC=12)=O.[C:26]([O:30][C:31]([C:33]1[CH:44]=[C:43]([OH:45])[C:36]2[CH2:37][C:38]([CH2:41][OH:42])([CH3:40])[O:39][C:35]=2[CH:34]=1)=[O:32])([CH3:29])([CH3:28])[CH3:27].[N:46]1([C:50]([C:52]2[CH:57]=[CH:56][C:55](F)=[CH:54][C:53]=2[F:59])=[O:51])[CH2:49][CH2:48][CH2:47]1. (7) Given the product [CH3:1][S:2]([O:14][C@H:10]1[C@H:9]([N:6]=[N+:7]=[N-:8])[CH2:13][O:12][CH2:11]1)(=[O:4])=[O:3], predict the reactants needed to synthesize it. The reactants are: [CH3:1][S:2](Cl)(=[O:4])=[O:3].[N:6]([C@@H:9]1[CH2:13][O:12][CH2:11][C@H:10]1[OH:14])=[N+:7]=[N-:8].N1C=CC=CC=1.C(=O)(O)[O-].[Na+].